From a dataset of Full USPTO retrosynthesis dataset with 1.9M reactions from patents (1976-2016). Predict the reactants needed to synthesize the given product. Given the product [F:1][C:2]1[CH:7]=[CH:6][C:5]([C:8]2[C:13]([C:14]([O:16][CH3:17])=[O:15])=[CH:12][CH:11]=[CH:10][N+:9]=2[O-:26])=[CH:4][CH:3]=1, predict the reactants needed to synthesize it. The reactants are: [F:1][C:2]1[CH:7]=[CH:6][C:5]([C:8]2[C:13]([C:14]([O:16][CH3:17])=[O:15])=[CH:12][CH:11]=[CH:10][N:9]=2)=[CH:4][CH:3]=1.C1C=C(Cl)C=C(C(OO)=[O:26])C=1.